From a dataset of Full USPTO retrosynthesis dataset with 1.9M reactions from patents (1976-2016). Predict the reactants needed to synthesize the given product. (1) Given the product [CH3:20][N:21]1[C:29]2[C:24](=[CH:25][CH:26]=[CH:27][CH:28]=2)[CH:23]=[C:22]1[C:2]1[CH:3]=[C:4]([CH2:8][N:9]2[C:17](=[O:18])[C:16]3[C:11](=[CH:12][CH:13]=[CH:14][CH:15]=3)[C:10]2=[O:19])[CH:5]=[N:6][CH:7]=1, predict the reactants needed to synthesize it. The reactants are: Br[C:2]1[CH:3]=[C:4]([CH2:8][N:9]2[C:17](=[O:18])[C:16]3[C:11](=[CH:12][CH:13]=[CH:14][CH:15]=3)[C:10]2=[O:19])[CH:5]=[N:6][CH:7]=1.[CH3:20][N:21]1[C:29]2[C:24](=[CH:25][CH:26]=[CH:27][CH:28]=2)[CH:23]=[C:22]1B(O)O. (2) Given the product [F:32][CH:33]([F:50])[C:34]1[CH:35]=[CH:36][C:37]([F:49])=[C:38]([C:16]2[CH:15]=[CH:14][C:9]([C:10]([O:12][CH3:13])=[O:11])=[CH:8][C:7]=2[C:6]2[C:2]([CH3:25])([CH3:1])[CH2:3][CH2:4][CH:5]=2)[CH:39]=1, predict the reactants needed to synthesize it. The reactants are: [CH3:1][C:2]1([CH3:25])[C:6]([C:7]2[CH:8]=[C:9]([CH:14]=[CH:15][C:16]=2OS(C(F)(F)F)(=O)=O)[C:10]([O:12][CH3:13])=[O:11])=[CH:5][CH2:4][CH2:3]1.C(=O)([O-])[O-].[K+].[K+].[F:32][CH:33]([F:50])[C:34]1[CH:35]=[CH:36][C:37]([F:49])=[C:38](B2OC(C)(C)C(C)(C)O2)[CH:39]=1. (3) Given the product [C:35]([N:8]1[CH2:7][CH2:6][C:5]2[C:10](=[CH:11][CH:12]=[C:3]([O:2][CH3:1])[CH:4]=2)[CH:9]1[CH2:13][C:14]1[CH:19]=[CH:18][C:17]([O:20][CH2:21][C:22]2[CH:27]=[CH:26][CH:25]=[CH:24][CH:23]=2)=[CH:16][CH:15]=1)(=[O:42])[C:36]1[CH:41]=[CH:40][CH:39]=[CH:38][CH:37]=1, predict the reactants needed to synthesize it. The reactants are: [CH3:1][O:2][C:3]1[CH:4]=[C:5]2[C:10](=[CH:11][CH:12]=1)[CH:9]([CH2:13][C:14]1[CH:19]=[CH:18][C:17]([O:20][CH2:21][C:22]3[CH:27]=[CH:26][CH:25]=[CH:24][CH:23]=3)=[CH:16][CH:15]=1)[NH:8][CH2:7][CH2:6]2.C(N(CC)CC)C.[C:35](Cl)(=[O:42])[C:36]1[CH:41]=[CH:40][CH:39]=[CH:38][CH:37]=1. (4) Given the product [S:1]1[CH:5]=[CH:4][CH:3]=[C:2]1[S:6]([N:9]1[CH2:14][CH2:13][N:12]([C:15]2[CH:20]=[CH:19][C:18]([C:21]([OH:27])([CH3:26])[C:22]([F:25])([F:24])[F:23])=[CH:17][CH:16]=2)[C@@H:11]([CH2:28][NH:29][S:30]([CH:33]([CH2:35][CH3:36])[CH3:34])(=[O:31])=[O:32])[CH2:10]1)(=[O:7])=[O:8], predict the reactants needed to synthesize it. The reactants are: [S:1]1[CH:5]=[CH:4][CH:3]=[C:2]1[S:6]([N:9]1[CH2:14][CH2:13][N:12]([C:15]2[CH:20]=[CH:19][C:18]([C:21]([OH:27])([CH3:26])[C:22]([F:25])([F:24])[F:23])=[CH:17][CH:16]=2)[C@@H:11]([CH2:28][NH:29][S:30]([CH:33]([CH3:35])[CH3:34])(=[O:32])=[O:31])[CH2:10]1)(=[O:8])=[O:7].[CH3:36]C(S(Cl)(=O)=O)CC. (5) The reactants are: [OH:1][CH:2]([C:22]1([C:25]2[CH:30]=[CH:29][CH:28]=[CH:27][CH:26]=2)[CH2:24][CH2:23]1)/[CH:3]=[CH:4]/[C@H:5]1[CH2:9][CH2:8][C:7](=[O:10])[N:6]1[CH2:11][CH2:12][CH2:13][CH2:14][CH2:15][CH2:16][C:17]([O:19]CC)=[O:18].[Li+].[OH-]. Given the product [OH:1][CH:2]([C:22]1([C:25]2[CH:26]=[CH:27][CH:28]=[CH:29][CH:30]=2)[CH2:23][CH2:24]1)/[CH:3]=[CH:4]/[C@H:5]1[CH2:9][CH2:8][C:7](=[O:10])[N:6]1[CH2:11][CH2:12][CH2:13][CH2:14][CH2:15][CH2:16][C:17]([OH:19])=[O:18], predict the reactants needed to synthesize it.